This data is from Full USPTO retrosynthesis dataset with 1.9M reactions from patents (1976-2016). The task is: Predict the reactants needed to synthesize the given product. (1) Given the product [CH3:1][S:2]([C:5]1[CH:10]=[C:9]([C:11]2([NH:14][C:15]([C:17]3[C:18]4[CH:19]=[N:20][N:21]([C:27]5[CH:32]=[CH:31][C:30]([F:33])=[CH:29][CH:28]=5)[C:22]=4[CH:23]=[C:24]([S:35]([CH3:34])(=[O:37])=[O:36])[CH:25]=3)=[O:16])[CH2:13][CH2:12]2)[CH:8]=[CH:7][N:6]=1)(=[O:4])=[O:3], predict the reactants needed to synthesize it. The reactants are: [CH3:1][S:2]([C:5]1[CH:10]=[C:9]([C:11]2([NH:14][C:15]([C:17]3[C:18]4[CH:19]=[N:20][N:21]([C:27]5[CH:32]=[CH:31][C:30]([F:33])=[CH:29][CH:28]=5)[C:22]=4[CH:23]=[C:24](Br)[CH:25]=3)=[O:16])[CH2:13][CH2:12]2)[CH:8]=[CH:7][N:6]=1)(=[O:4])=[O:3].[CH3:34][S:35](C1C=C(C2(NC(C3C4C=NN(C5C=CC(F)=CC=5)C=4C=C(I)C=3)=O)CC2)C=CN=1)(=[O:37])=[O:36]. (2) Given the product [Cl:1][C:2]1[CH:13]=[C:12]([C:14]([F:15])([F:16])[F:17])[CH:11]=[C:10]([Cl:18])[C:3]=1[CH2:4][CH:5]([C:6]#[N:7])[C:8]#[N:9], predict the reactants needed to synthesize it. The reactants are: [Cl:1][C:2]1[CH:13]=[C:12]([C:14]([F:17])([F:16])[F:15])[CH:11]=[C:10]([Cl:18])[C:3]=1[CH:4]=[C:5]([C:8]#[N:9])[C:6]#[N:7].[BH4-].[Na+]. (3) Given the product [C:9]1([C:15]2[CH:16]=[CH:17][C:18]3[N:19]([C:21]([CH2:1][N:3]4[CH2:8][CH2:7][O:6][CH2:5][CH2:4]4)=[C:22]([C:24]4[CH:29]=[CH:28][C:27]([C:30]([F:33])([F:32])[F:31])=[CH:26][CH:25]=4)[N:23]=3)[CH:20]=2)[CH:14]=[CH:13][CH:12]=[CH:11][CH:10]=1, predict the reactants needed to synthesize it. The reactants are: [CH2:1]=O.[NH:3]1[CH2:8][CH2:7][O:6][CH2:5][CH2:4]1.[C:9]1([C:15]2[CH:16]=[CH:17][C:18]3[N:19]([CH:21]=[C:22]([C:24]4[CH:29]=[CH:28][C:27]([C:30]([F:33])([F:32])[F:31])=[CH:26][CH:25]=4)[N:23]=3)[CH:20]=2)[CH:14]=[CH:13][CH:12]=[CH:11][CH:10]=1. (4) Given the product [F:32][C:33]([F:53])([F:54])[C:34]1[CH:35]=[C:36]([C@H:44]([O:14][C@H:13]2[CH2:12][CH2:11][N:10]([C:15]([O:17][C:18]([CH3:21])([CH3:20])[CH3:19])=[O:16])[CH2:9][C@@H:8]2[C:5]2[CH:4]=[CH:3][C:2]([F:1])=[CH:7][CH:6]=2)[CH3:45])[CH:37]=[C:38]([C:40]([F:41])([F:42])[F:43])[CH:39]=1, predict the reactants needed to synthesize it. The reactants are: [F:1][C:2]1[CH:7]=[CH:6][C:5]([C@H:8]2[C@H:13]([OH:14])[CH2:12][CH2:11][N:10]([C:15]([O:17][C:18]([CH3:21])([CH3:20])[CH3:19])=[O:16])[CH2:9]2)=[CH:4][CH:3]=1.C1CCCCC1.ClCCCl.[F:32][C:33]([F:54])([F:53])[C:34]1[CH:35]=[C:36]([C@@H:44](OC(=N)C(Cl)(Cl)Cl)[CH3:45])[CH:37]=[C:38]([C:40]([F:43])([F:42])[F:41])[CH:39]=1.[H+].[B-](F)(F)(F)F. (5) Given the product [F:13][C:11]1([F:14])[CH2:12][N:8]([C:6]([O:5][C:1]([CH3:4])([CH3:3])[CH3:2])=[O:7])[C@H:9]([C:15](=[O:17])[NH:23][CH3:21])[CH2:10]1, predict the reactants needed to synthesize it. The reactants are: [C:1]([O:5][C:6]([N:8]1[CH2:12][C:11]([F:14])([F:13])[CH2:10][C@H:9]1[C:15]([OH:17])=O)=[O:7])([CH3:4])([CH3:3])[CH3:2].Cl.CN.[CH2:21]([N:23](CC)CC)C.C(P1(=O)OP(CCC)(=O)OP(CCC)(=O)O1)CC.